From a dataset of Reaction yield outcomes from USPTO patents with 853,638 reactions. Predict the reaction yield, written as a fraction of the theoretical maximum amount of product (1.0 means a 100% yield; for example, 0.34 means a 34% yield). The reactants are [C:1]([C:5]1[CH:10]=[CH:9][C:8]([S:11]([NH:14][C:15]2[CH:16]=[C:17]3[C:21](=[CH:22][CH:23]=2)[NH:20][C:19]([C:24](O)=[O:25])=[C:18]3[C:27]2[CH:32]=[CH:31][C:30]([CH3:33])=[CH:29][CH:28]=2)(=[O:13])=[O:12])=[CH:7][CH:6]=1)([CH3:4])([CH3:3])[CH3:2].[NH2:34][C:35]1[CH:40]=[CH:39][N:38]=[CH:37][CH:36]=1. No catalyst specified. The product is [N:38]1[CH:39]=[CH:40][C:35]([NH:34][C:24]([C:19]2[NH:20][C:21]3[C:17]([C:18]=2[C:27]2[CH:32]=[CH:31][C:30]([CH3:33])=[CH:29][CH:28]=2)=[CH:16][C:15]([NH:14][S:11]([C:8]2[CH:9]=[CH:10][C:5]([C:1]([CH3:2])([CH3:3])[CH3:4])=[CH:6][CH:7]=2)(=[O:12])=[O:13])=[CH:23][CH:22]=3)=[O:25])=[CH:36][CH:37]=1. The yield is 0.650.